Dataset: Retrosynthesis with 50K atom-mapped reactions and 10 reaction types from USPTO. Task: Predict the reactants needed to synthesize the given product. (1) The reactants are: CN(Cc1nc2c(N)cccc2[nH]1)C1CCCc2cccnc21.O=C(O)c1cccnc1. Given the product CN(Cc1nc2c(NC(=O)c3cccnc3)cccc2[nH]1)C1CCCc2cccnc21, predict the reactants needed to synthesize it. (2) The reactants are: COC(=O)[C@H](C(C)C)N1Cc2ccc(-c3ccc(N)cc3)cc2C1=O.O=C=Nc1c(F)cccc1F. Given the product COC(=O)[C@H](C(C)C)N1Cc2ccc(-c3ccc(NC(=O)Nc4c(F)cccc4F)cc3)cc2C1=O, predict the reactants needed to synthesize it. (3) Given the product Cc1ccc(-c2c(NS(=O)(=O)c3ccc(C(C)(C)C)cc3)ncnc2OCCOc2ncc(C#C[Si](C)(C)C)cn2)cc1, predict the reactants needed to synthesize it. The reactants are: C#C[Si](C)(C)C.Cc1ccc(-c2c(NS(=O)(=O)c3ccc(C(C)(C)C)cc3)ncnc2OCCOc2ncc(Br)cn2)cc1. (4) Given the product OCc1onc(-c2ccc(F)cc2)c1-c1cn(-c2ccc(C(F)(F)F)cc2)cn1, predict the reactants needed to synthesize it. The reactants are: COCc1onc(-c2ccc(F)cc2)c1-c1cn(-c2ccc(C(F)(F)F)cc2)cn1. (5) Given the product CCOc1cc(Cl)c(S(C)(=O)=O)cc1C1=N[C@@](C)(c2ccc(Cl)cc2)[C@@](C)(c2ccc(Cl)cc2)N1C(=O)N1CCNC(=O)C1, predict the reactants needed to synthesize it. The reactants are: CCOc1cc(Cl)c(S(C)(=O)=O)cc1C1=NC(C)(c2ccc(Cl)cc2)C(C)(c2ccc(Cl)cc2)N1C(=O)Cl.O=C1CNCCN1.